This data is from Forward reaction prediction with 1.9M reactions from USPTO patents (1976-2016). The task is: Predict the product of the given reaction. (1) The product is: [ClH:25].[NH2:1][CH:4]([C:17]1[CH:18]=[CH:19][C:20]([Br:23])=[CH:21][CH:22]=1)[C:5]([C@@H:7]1[CH2:12][CH2:11][CH2:10][CH2:9][C@H:8]1[C:13]([O:15][CH3:16])=[O:14])=[O:6]. Given the reactants [N:1]([CH:4]([C:17]1[CH:22]=[CH:21][C:20]([Br:23])=[CH:19][CH:18]=1)[C:5]([C@@H:7]1[CH2:12][CH2:11][CH2:10][CH2:9][C@H:8]1[C:13]([O:15][CH3:16])=[O:14])=[O:6])=[N+]=[N-].[NH4+].[Cl-:25].O, predict the reaction product. (2) Given the reactants C([O:3][C:4](=[O:46])[CH:5]([N:24]([CH2:39][C:40]1[CH:45]=[CH:44][CH:43]=[CH:42][CH:41]=1)[C:25]([C:27]1[CH:32]=[CH:31][C:30]([C:33]2[CH:38]=[CH:37][CH:36]=[CH:35][CH:34]=2)=[CH:29][CH:28]=1)=[O:26])[CH2:6][CH2:7][O:8][C:9]1[CH:14]=[CH:13][C:12]([O:15][C:16]([C:19]([O:21]CC)=[O:20])([CH3:18])[CH3:17])=[CH:11][CH:10]=1)C.[OH-].[Na+].Cl, predict the reaction product. The product is: [CH2:39]([N:24]([C:25]([C:27]1[CH:32]=[CH:31][C:30]([C:33]2[CH:34]=[CH:35][CH:36]=[CH:37][CH:38]=2)=[CH:29][CH:28]=1)=[O:26])[CH:5]([CH2:6][CH2:7][O:8][C:9]1[CH:14]=[CH:13][C:12]([O:15][C:16]([C:19]([OH:21])=[O:20])([CH3:18])[CH3:17])=[CH:11][CH:10]=1)[C:4]([OH:46])=[O:3])[C:40]1[CH:41]=[CH:42][CH:43]=[CH:44][CH:45]=1. (3) Given the reactants C[Si](C)(C)N[Si](C)(C)C.[Li].[CH2:11]([N:18]1[C:23](=[O:24])[C:22]([CH3:25])=[C:21]2[S:26][CH:27]=[CH:28][N:20]2[C:19]1=[O:29])[C:12]1[CH:17]=[CH:16][CH:15]=[CH:14][CH:13]=1.[CH3:30][O:31][C:32]1[CH:41]=[CH:40][C:35]([CH2:36][N:37]=[C:38]=[O:39])=[CH:34][CH:33]=1.[Cl-].[NH4+], predict the reaction product. The product is: [CH3:30][O:31][C:32]1[CH:41]=[CH:40][C:35]([CH2:36][NH:37][C:38]([C:27]2[S:26][C:21]3[N:20]([C:19](=[O:29])[N:18]([CH2:11][C:12]4[CH:13]=[CH:14][CH:15]=[CH:16][CH:17]=4)[C:23](=[O:24])[C:22]=3[CH3:25])[CH:28]=2)=[O:39])=[CH:34][CH:33]=1. (4) The product is: [Cl:6][C:7]1[CH:13]=[CH:12][CH:11]=[C:10]([Cl:14])[C:8]=1[N+:9]([O-:2])=[O:17]. Given the reactants S(=O)(=O)(O)[OH:2].[Cl:6][C:7]1[CH:13]=[CH:12][CH:11]=[C:10]([Cl:14])[C:8]=1[NH2:9].OO.[OH-:17].[Na+], predict the reaction product. (5) Given the reactants [NH:1]1[C:9]2[C:4](=[C:5]([NH2:10])[CH:6]=[CH:7][CH:8]=2)[CH:3]=[CH:2]1.C(OC([NH:18][CH2:19][CH2:20][CH2:21][CH2:22][C@H:23]([NH:27][C:28]([O:30][CH2:31][CH:32]1[C:44]2[CH:43]=[CH:42][CH:41]=[CH:40][C:39]=2[C:38]2[C:33]1=[CH:34][CH:35]=[CH:36][CH:37]=2)=[O:29])[C:24](O)=[O:25])=O)(C)(C)C, predict the reaction product. The product is: [CH:34]1[C:33]2[CH:32]([CH2:31][O:30][C:28](=[O:29])[NH:27][C@H:23]([C:24](=[O:25])[NH:10][C:5]3[CH:6]=[CH:7][CH:8]=[C:9]4[C:4]=3[CH:3]=[CH:2][NH:1]4)[CH2:22][CH2:21][CH2:20][CH2:19][NH2:18])[C:44]3[C:39](=[CH:40][CH:41]=[CH:42][CH:43]=3)[C:38]=2[CH:37]=[CH:36][CH:35]=1. (6) Given the reactants [C:1]([C:5]1[CH:12]=[CH:11][C:8]([CH:9]=O)=[CH:7][CH:6]=1)([CH3:4])([CH3:3])[CH3:2].[Cl:13][C:14]1[CH:19]=[CH:18][C:17]([N:20]([CH3:24])[CH2:21][CH2:22][NH2:23])=[CH:16][CH:15]=1.[BH4-].[Na+].[NH:27]1[C:35]2[C:30](=[CH:31][CH:32]=[CH:33][C:34]=2[C:36](O)=[O:37])[CH:29]=[CH:28]1.CCN=C=NCCCN(C)C.Cl, predict the reaction product. The product is: [C:1]([C:5]1[CH:12]=[CH:11][C:8]([CH2:9][N:23]([CH2:22][CH2:21][N:20]([C:17]2[CH:16]=[CH:15][C:14]([Cl:13])=[CH:19][CH:18]=2)[CH3:24])[C:36]([C:34]2[CH:33]=[CH:32][CH:31]=[C:30]3[C:35]=2[NH:27][CH:28]=[CH:29]3)=[O:37])=[CH:7][CH:6]=1)([CH3:4])([CH3:3])[CH3:2]. (7) Given the reactants Br[C:2]1[N:7]=[C:6]([CH3:8])[NH:5][C:4](=[O:9])[C:3]=1[N+:10]([O-:12])=[O:11].[S:13]1[C:17]2[CH2:18][CH2:19][NH:20][CH2:21][CH:22]([OH:23])[C:16]=2[CH:15]=[CH:14]1.C(N(C(C)C)C(C)C)C, predict the reaction product. The product is: [OH:23][CH:22]1[CH2:21][N:20]([C:2]2[N:7]=[C:6]([CH3:8])[NH:5][C:4](=[O:9])[C:3]=2[N+:10]([O-:12])=[O:11])[CH2:19][CH2:18][C:17]2[S:13][CH:14]=[CH:15][C:16]1=2.